This data is from NCI-60 drug combinations with 297,098 pairs across 59 cell lines. The task is: Regression. Given two drug SMILES strings and cell line genomic features, predict the synergy score measuring deviation from expected non-interaction effect. (1) Drug 1: CNC(=O)C1=CC=CC=C1SC2=CC3=C(C=C2)C(=NN3)C=CC4=CC=CC=N4. Drug 2: C(CC(=O)O)C(=O)CN.Cl. Cell line: SN12C. Synergy scores: CSS=4.12, Synergy_ZIP=-4.72, Synergy_Bliss=-5.75, Synergy_Loewe=-10.1, Synergy_HSA=-5.55. (2) Drug 1: C1=CC(=C2C(=C1NCCNCCO)C(=O)C3=C(C=CC(=C3C2=O)O)O)NCCNCCO. Drug 2: C1CN(CCN1C(=O)CCBr)C(=O)CCBr. Cell line: NCI-H522. Synergy scores: CSS=55.1, Synergy_ZIP=-0.569, Synergy_Bliss=-0.767, Synergy_Loewe=-2.86, Synergy_HSA=4.25. (3) Drug 1: C(=O)(N)NO. Drug 2: CC(C)NC(=O)C1=CC=C(C=C1)CNNC.Cl. Cell line: K-562. Synergy scores: CSS=-8.66, Synergy_ZIP=3.71, Synergy_Bliss=-1.72, Synergy_Loewe=-3.23, Synergy_HSA=-6.99. (4) Drug 1: CN(C)N=NC1=C(NC=N1)C(=O)N. Drug 2: CNC(=O)C1=NC=CC(=C1)OC2=CC=C(C=C2)NC(=O)NC3=CC(=C(C=C3)Cl)C(F)(F)F. Cell line: NCI/ADR-RES. Synergy scores: CSS=34.1, Synergy_ZIP=-3.49, Synergy_Bliss=-2.79, Synergy_Loewe=-17.7, Synergy_HSA=-4.05.